The task is: Predict the reactants needed to synthesize the given product.. This data is from Full USPTO retrosynthesis dataset with 1.9M reactions from patents (1976-2016). Given the product [NH:4]1[CH:3]=[CH:2][CH:6]=[N:5]1.[CH3:14][C:7]([N:5]1[CH:6]=[CH:2][CH:3]=[N:4]1)([CH3:13])[C:8]([OH:10])=[O:9], predict the reactants needed to synthesize it. The reactants are: Br[C:2]1[CH:3]=[N:4][N:5]([C:7]([CH3:14])([CH3:13])[C:8]([O:10]CC)=[O:9])[CH:6]=1.BrC(C)(C)C(O)=O.